This data is from Catalyst prediction with 721,799 reactions and 888 catalyst types from USPTO. The task is: Predict which catalyst facilitates the given reaction. (1) Reactant: [C:1]([C:5]1[N:10]=[CH:9][C:8]([C:11]#[N:12])=[CH:7][N:6]=1)([CH3:4])([CH3:3])[CH3:2].Cl.Cl.[NH2:15][C:16]1[CH:17]=[N:18][C:19]([C:23]([CH3:26])([CH3:25])[CH3:24])=[CH:20][C:21]=1N.Cl.Cl.C1(N)C=CC=CC=1N.C(=O)([O-])[O-].[Na+].[Na+].C(=O)=O. Product: [C:1]([C:5]1[N:10]=[CH:9][C:8]([C:11]2[NH:15][C:16]3[CH:17]=[N:18][C:19]([C:23]([CH3:25])([CH3:24])[CH3:26])=[CH:20][C:21]=3[N:12]=2)=[CH:7][N:6]=1)([CH3:4])([CH3:2])[CH3:3]. The catalyst class is: 40. (2) The catalyst class is: 197. Reactant: [CH3:1][S:2][C:3]1[N:8]=[C:7]([CH2:9][C:10]([C:12]2[CH:17]=[CH:16][CH:15]=[C:14]([C:18]([F:21])([F:20])[F:19])[CH:13]=2)=[O:11])[CH:6]=[CH:5][N:4]=1.C[Si]([N-][Si](C)(C)C)(C)C.[Na+].C1COCC1.[CH2:37]([O:44][C:45]([N:47]1[CH2:52][CH2:51][CH:50]([C:53](=[O:57])[CH:54](Br)[CH3:55])[CH2:49][CH2:48]1)=[O:46])[C:38]1[CH:43]=[CH:42][CH:41]=[CH:40][CH:39]=1. Product: [CH2:37]([O:44][C:45]([N:47]1[CH2:52][CH2:51][CH:50]([C:53](=[O:57])[CH:54]([CH3:55])[CH:9]([C:7]2[CH:6]=[CH:5][N:4]=[C:3]([S:2][CH3:1])[N:8]=2)[C:10](=[O:11])[C:12]2[CH:17]=[CH:16][CH:15]=[C:14]([C:18]([F:20])([F:21])[F:19])[CH:13]=2)[CH2:49][CH2:48]1)=[O:46])[C:38]1[CH:39]=[CH:40][CH:41]=[CH:42][CH:43]=1. (3) Reactant: [F:1][C:2]1[CH:3]=[CH:4][C:5]([N+:11]([O-:13])=[O:12])=[C:6]([CH:10]=1)[C:7](O)=[O:8].[CH:14]([N:17](CC)C(C)C)(C)C.CN.O1CCCC1.CCCP1(OP(CCC)(=O)OP(CCC)(=O)O1)=O.C(OCC)(=O)C. Product: [F:1][C:2]1[CH:3]=[CH:4][C:5]([N+:11]([O-:13])=[O:12])=[C:6]([CH:10]=1)[C:7]([NH:17][CH3:14])=[O:8]. The catalyst class is: 4. (4) Reactant: CON(C)[C:4]([C:6]1[C:7]([CH3:31])=[C:8]2[C:13]([NH:14][C:15]3[CH:20]=[CH:19][C:18]([O:21][C:22]4[CH:27]=[CH:26][CH:25]=[CH:24][CH:23]=4)=[CH:17][CH:16]=3)=[C:12]([C:28]#[N:29])[CH:11]=[N:10][N:9]2[CH:30]=1)=[O:5].[C:33]([Mg]Br)#[CH:34]. Product: [CH3:31][C:7]1[C:6]([C:4](=[O:5])[C:33]#[CH:34])=[CH:30][N:9]2[C:8]=1[C:13]([NH:14][C:15]1[CH:16]=[CH:17][C:18]([O:21][C:22]3[CH:27]=[CH:26][CH:25]=[CH:24][CH:23]=3)=[CH:19][CH:20]=1)=[C:12]([C:28]#[N:29])[CH:11]=[N:10]2. The catalyst class is: 116. (5) Reactant: [CH3:1][C:2]1[O:6][C:5]([C:7]([NH:9][C:10]([C:13]2[N:19]([CH3:20])[C:17](=[O:18])[C:16]([OH:21])=[C:15]([C:22]([NH:24][CH2:25][C:26]3[CH:27]=[CH:28][C:29]([F:32])=[CH:30][CH:31]=3)=[O:23])[N:14]=2)([CH3:12])[CH3:11])=[O:8])=[N:4][N:3]=1.O.[C:34]([NH2:38])([CH3:37])([CH3:36])[CH3:35]. Product: [CH3:1][C:2]1[O:6][C:5]([C:7]([NH:9][C:10]([C:13]2[N:19]([CH3:20])[C:17](=[O:18])[C:16]([OH:21])=[C:15]([C:22]([NH:24][CH2:25][C:26]3[CH:27]=[CH:28][C:29]([F:32])=[CH:30][CH:31]=3)=[O:23])[N:14]=2)([CH3:12])[CH3:11])=[O:8])=[N:4][N:3]=1.[C:34]([NH2:38])([CH3:37])([CH3:36])[CH3:35]. The catalyst class is: 8. (6) Reactant: [Br:1][C:2]1[CH:3]=[CH:4][C:5]([CH:8]2[CH2:13][CH2:12][NH:11][CH2:10][CH2:9]2)=[N:6][CH:7]=1.[CH3:14][C:15](=O)[CH3:16].Cl.[C:19](O)(=O)C. Product: [Br:1][C:2]1[CH:3]=[CH:4][C:5]([CH:8]2[CH2:13][CH2:12][N:11]([CH:15]3[CH2:16][CH2:19][CH2:14]3)[CH2:10][CH2:9]2)=[N:6][CH:7]=1. The catalyst class is: 5. (7) Reactant: [CH3:1][O:2][C:3]1[CH:4]=[C:5]2[C:10](=[CH:11][C:12]=1[N+:13]([O-:15])=[O:14])[C:9](=O)[NH:8][CH2:7][CH2:6]2.CO. Product: [CH3:1][O:2][C:3]1[CH:4]=[C:5]2[C:10](=[CH:11][C:12]=1[N+:13]([O-:15])=[O:14])[CH2:9][NH:8][CH2:7][CH2:6]2. The catalyst class is: 1.